From a dataset of Forward reaction prediction with 1.9M reactions from USPTO patents (1976-2016). Predict the product of the given reaction. Given the reactants BrC1C=CC2OC3C(=O)NC(C4CCCN4)=NC=3C=2C=1.[Br:21][C:22]1[CH:23]=[C:24]([CH3:39])[C:25]2[O:29][C:28]([C:30]([NH2:32])=[O:31])=[C:27]([NH:33][C:34](=O)[CH2:35][Cl:36])[C:26]=2[CH:38]=1.BrC1C=CC2OC(C(N)=O)=C(NC(=O)CCl)C=2C=1, predict the reaction product. The product is: [Br:21][C:22]1[CH:23]=[C:24]([CH3:39])[C:25]2[O:29][C:28]3[C:30](=[O:31])[NH:32][C:34]([CH2:35][Cl:36])=[N:33][C:27]=3[C:26]=2[CH:38]=1.